The task is: Predict the reaction yield, written as a fraction of the theoretical maximum amount of product (1.0 means a 100% yield; for example, 0.34 means a 34% yield).. This data is from Reaction yield outcomes from USPTO patents with 853,638 reactions. (1) The reactants are C([O:3][C:4]([C:6]1[C:7]([C:12]2[CH:17]=[CH:16][C:15]([C:18]([CH3:21])([CH3:20])[CH3:19])=[CH:14][CH:13]=2)=[CH:8][CH:9]=[CH:10][CH:11]=1)=[O:5])C.CO.O.O.[OH-].[Li+]. The catalyst is C1COCC1. The product is [C:18]([C:15]1[CH:16]=[CH:17][C:12]([C:7]2[C:6]([C:4]([OH:5])=[O:3])=[CH:11][CH:10]=[CH:9][CH:8]=2)=[CH:13][CH:14]=1)([CH3:21])([CH3:19])[CH3:20]. The yield is 0.630. (2) The reactants are [Cl:1][C:2](Cl)([Cl:16])[CH:3](OC(=O)C)[C:4]1[CH:9]=[C:8]([F:10])[CH:7]=[CH:6][C:5]=1[F:11]. The catalyst is C(O)(=O)C.[Zn]. The product is [Cl:16][C:2]([Cl:1])=[CH:3][C:4]1[CH:9]=[C:8]([F:10])[CH:7]=[CH:6][C:5]=1[F:11]. The yield is 0.820. (3) The reactants are II.[CH2:3]([O:10][C:11]1[CH:18]=[CH:17][C:14]([CH:15]=O)=[C:13]([N+:19]([O-:21])=[O:20])[C:12]=1[O:22][CH3:23])[C:4]1[CH:9]=[CH:8][CH:7]=[CH:6][CH:5]=1.[OH-].[NH4+:25].S([O-])([O-])=O.[Na+].[Na+]. The catalyst is C1COCC1. The product is [CH2:3]([O:10][C:11]1[CH:18]=[CH:17][C:14]([C:15]#[N:25])=[C:13]([N+:19]([O-:21])=[O:20])[C:12]=1[O:22][CH3:23])[C:4]1[CH:9]=[CH:8][CH:7]=[CH:6][CH:5]=1. The yield is 0.950. (4) The reactants are [Si]([O:8][N:9]=[C:10]1[C:18]2[C:13](=[CH:14][C:15]([NH:19][C:20]3[C:28]4[C:23](=[CH:24][N:25]=[CH:26][CH:27]=4)[S:22][C:21]=3[C:29]([O:31][CH:32]([CH3:34])[CH3:33])=[O:30])=[CH:16][CH:17]=2)[CH2:12][CH2:11]1)(C(C)(C)C)(C)C.CCCC[N+](CCCC)(CCCC)CCCC.[F-]. No catalyst specified. The product is [OH:8]/[N:9]=[C:10]1\[CH2:11][CH2:12][C:13]2[C:18]\1=[CH:17][CH:16]=[C:15]([NH:19][C:20]1[C:28]3[C:23](=[CH:24][N:25]=[CH:26][CH:27]=3)[S:22][C:21]=1[C:29]([O:31][CH:32]([CH3:34])[CH3:33])=[O:30])[CH:14]=2. The yield is 0.830. (5) The reactants are [CH3:1][O:2][C:3]1[CH:8]=[CH:7][C:6]([C:9]2[S:13][C:12]([NH:14][C:15]([NH:17]C(=O)C(Cl)(Cl)Cl)=[O:16])=[C:11]([C:24]([O:26]C)=O)[CH:10]=2)=[CH:5][CH:4]=1.C[Al](C)C.[C:32]([O:36][C:37]([N:39]1[CH2:44][CH2:43][CH2:42][C@H:41]([NH2:45])[CH2:40]1)=[O:38])([CH3:35])([CH3:34])[CH3:33].[C@H](O)(C([O-])=O)[C@@H](O)C([O-])=O.[Na+].[K+]. The catalyst is C1COCC1.CCOC(C)=O.O. The product is [NH2:17][C:15]([NH:14][C:12]1[S:13][C:9]([C:6]2[CH:5]=[CH:4][C:3]([O:2][CH3:1])=[CH:8][CH:7]=2)=[CH:10][C:11]=1[C:24]([NH:45][C@H:41]1[CH2:42][CH2:43][CH2:44][N:39]([C:37]([O:36][C:32]([CH3:35])([CH3:34])[CH3:33])=[O:38])[CH2:40]1)=[O:26])=[O:16]. The yield is 0.670. (6) The reactants are [Br:1][C:2]1[CH:3]=[C:4]([CH:9]=[CH:10][C:11]=1[OH:12])[C:5]([O:7][CH3:8])=[O:6].[C:13](OC=C)(=O)[CH3:14].C([O-])([O-])=O.[Na+].[Na+]. The catalyst is C1(C)C=CC=CC=1.C1CC=CCCC=C1.C1CC=CCCC=C1.[Cl-].[Cl-].[Ir].[Ir]. The product is [Br:1][C:2]1[CH:3]=[C:4]([CH:9]=[CH:10][C:11]=1[O:12][CH:13]=[CH2:14])[C:5]([O:7][CH3:8])=[O:6]. The yield is 0.656. (7) The reactants are [S:1]1[CH2:6][CH:5]=[C:4](OS(C(F)(F)F)(=O)=O)[CH2:3][CH2:2]1.[B:15]1([B:15]2[O:20][CH2:19][C:18]([CH3:22])([CH3:21])[CH2:17][O:16]2)[O:20][CH2:19][C:18]([CH3:22])([CH3:21])[CH2:17][O:16]1.CC([O-])=O.[K+].CCOC(C)=O. The catalyst is O1CCOCC1.C1C=CC(P(C2C=CC=CC=2)[C-]2C=CC=C2)=CC=1.C1C=CC(P(C2C=CC=CC=2)[C-]2C=CC=C2)=CC=1.Cl[Pd]Cl.[Fe+2]. The product is [S:1]1[CH2:6][CH:5]=[C:4]([B:15]2[O:20][CH2:19][C:18]([CH3:22])([CH3:21])[CH2:17][O:16]2)[CH2:3][CH2:2]1. The yield is 0.820.